Dataset: Catalyst prediction with 721,799 reactions and 888 catalyst types from USPTO. Task: Predict which catalyst facilitates the given reaction. (1) Reactant: [Br:1][C:2]1[CH:3]=[CH:4][CH:5]=[C:6]2[C:11]=1[CH:10]=[N+:9]([O-])[CH:8]=[CH:7]2.FC(F)(F)C(OC(=O)C(F)(F)F)=[O:16]. Product: [Br:1][C:2]1[CH:3]=[CH:4][CH:5]=[C:6]2[C:11]=1[C:10](=[O:16])[NH:9][CH:8]=[CH:7]2. The catalyst class is: 3. (2) The catalyst class is: 3. Reactant: [NH2:1][C@H:2]([CH2:22][C:23]1[CH:28]=[CH:27][C:26]([Cl:29])=[CH:25][CH:24]=1)[C:3]([N:5]1[CH2:10][CH2:9][CH:8]([C:11]2[CH:16]=[CH:15][CH:14]=[CH:13][C:12]=2[NH:17][S:18]([CH3:21])(=[O:20])=[O:19])[CH2:7][CH2:6]1)=[O:4].CCN(C(C)C)C(C)C.[N:39]1([C:47]([O:49][C:50]([CH3:53])([CH3:52])[CH3:51])=[O:48])[CH2:46][CH2:45][CH2:44][C@H:40]1[C:41](O)=[O:42].C1C=NC2N(O)N=NC=2C=1.C(Cl)CCl. Product: [Cl:29][C:26]1[CH:25]=[CH:24][C:23]([CH2:22][C@@H:2]([NH:1][C:41]([C@@H:40]2[CH2:44][CH2:45][CH2:46][N:39]2[C:47]([O:49][C:50]([CH3:53])([CH3:52])[CH3:51])=[O:48])=[O:42])[C:3]([N:5]2[CH2:10][CH2:9][CH:8]([C:11]3[CH:16]=[CH:15][CH:14]=[CH:13][C:12]=3[NH:17][S:18]([CH3:21])(=[O:19])=[O:20])[CH2:7][CH2:6]2)=[O:4])=[CH:28][CH:27]=1. (3) Reactant: C[O:2][C:3]([C:5]1[N:6]=[C:7]([CH3:17])[S:8][C:9]=1[C:10]1[CH:15]=[CH:14][C:13]([F:16])=[CH:12][CH:11]=1)=[O:4].[OH-].[Na+]. Product: [F:16][C:13]1[CH:12]=[CH:11][C:10]([C:9]2[S:8][C:7]([CH3:17])=[N:6][C:5]=2[C:3]([OH:4])=[O:2])=[CH:15][CH:14]=1. The catalyst class is: 87. (4) Reactant: O[CH2:2][C:3]([C@H:6]1[C@@H:10]2[C@@H:11]3[C@@:24]([CH3:27])([CH2:25][CH2:26][C@@:9]2([NH:42]CCN2CCS(=O)(=O)CC2)[CH2:8][CH2:7]1)[C@@:23]1([CH3:28])[C@@H:14]([C@:15]2([CH3:41])[C@@H:20]([CH2:21][CH2:22]1)[C:19]([CH3:30])([CH3:29])[C:18]([C:31]1[CH:40]=[CH:39][C:34]([C:35]([O:37][CH3:38])=[O:36])=[CH:33][CH:32]=1)=[CH:17][CH2:16]2)[CH2:13][CH2:12]3)([OH:5])C.I([O-])(=O)(=O)=O.[Na+]. Product: [C:3]([C@H:6]1[C@@H:10]2[C@@H:11]3[C@@:24]([CH3:27])([CH2:25][CH2:26][C@@:9]2([NH2:42])[CH2:8][CH2:7]1)[C@@:23]1([CH3:28])[C@@H:14]([C@:15]2([CH3:41])[C@@H:20]([CH2:21][CH2:22]1)[C:19]([CH3:30])([CH3:29])[C:18]([C:31]1[CH:32]=[CH:33][C:34]([C:35]([O:37][CH3:38])=[O:36])=[CH:39][CH:40]=1)=[CH:17][CH2:16]2)[CH2:13][CH2:12]3)(=[O:5])[CH3:2]. The catalyst class is: 20. (5) Reactant: [NH2:1][C:2]1[CH:3]=[C:4]([CH:7]=[C:8]([N:11]2[CH2:16][CH2:15][NH:14][CH2:13][CH2:12]2)[C:9]=1[Cl:10])[C:5]#[N:6].[CH3:17][C:18]([O:21][C:22](O[C:22]([O:21][C:18]([CH3:20])([CH3:19])[CH3:17])=[O:23])=[O:23])([CH3:20])[CH3:19].C(N(CC)CC)C. Product: [NH2:1][C:2]1[C:9]([Cl:10])=[C:8]([N:11]2[CH2:16][CH2:15][N:14]([C:22]([O:21][C:18]([CH3:20])([CH3:19])[CH3:17])=[O:23])[CH2:13][CH2:12]2)[CH:7]=[C:4]([C:5]#[N:6])[CH:3]=1. The catalyst class is: 4.